Dataset: Peptide-MHC class II binding affinity with 134,281 pairs from IEDB. Task: Regression. Given a peptide amino acid sequence and an MHC pseudo amino acid sequence, predict their binding affinity value. This is MHC class II binding data. (1) The peptide sequence is IEDVQTDIPSEPWNT. The MHC is DRB1_0801 with pseudo-sequence DRB1_0801. The binding affinity (normalized) is 0.405. (2) The peptide sequence is GELQIVDKADAAFKI. The MHC is DRB1_0701 with pseudo-sequence DRB1_0701. The binding affinity (normalized) is 0.620. (3) The MHC is HLA-DPA10301-DPB10402 with pseudo-sequence HLA-DPA10301-DPB10402. The peptide sequence is AKLMRDIPFRVGAVV. The binding affinity (normalized) is 0.781. (4) The peptide sequence is LEHEMWRSRADEINA. The MHC is HLA-DQA10201-DQB10402 with pseudo-sequence HLA-DQA10201-DQB10402. The binding affinity (normalized) is 0.500. (5) The peptide sequence is DVLFRLENHAETLRA. The MHC is DRB1_0802 with pseudo-sequence DRB1_0802. The binding affinity (normalized) is 0.641.